This data is from Forward reaction prediction with 1.9M reactions from USPTO patents (1976-2016). The task is: Predict the product of the given reaction. (1) Given the reactants [F:1][C:2]1[CH:3]=[C:4]([CH:15]=[CH:16][CH:17]=1)[CH2:5][C:6]1[CH:14]=[CH:13][C:9]([C:10]([OH:12])=O)=[CH:8][CH:7]=1.[Cl:18][C:19]1[CH:20]=[C:21]2[C:25](=[CH:26][CH:27]=1)[N:24]([CH3:28])[CH:23]=[C:22]2[CH2:29][CH2:30][NH2:31].CN(C(ON1N=NC2C=CC=NC1=2)=[N+](C)C)C.F[P-](F)(F)(F)(F)F.C(N(CC)C(C)C)(C)C, predict the reaction product. The product is: [Cl:18][C:19]1[CH:20]=[C:21]2[C:25](=[CH:26][CH:27]=1)[N:24]([CH3:28])[CH:23]=[C:22]2[CH2:29][CH2:30][NH:31][C:10](=[O:12])[C:9]1[CH:8]=[CH:7][C:6]([CH2:5][C:4]2[CH:15]=[CH:16][CH:17]=[C:2]([F:1])[CH:3]=2)=[CH:14][CH:13]=1. (2) Given the reactants [F:1][C:2]1[C:11]([CH3:12])=[C:10]2[C:5]([C:6](=[O:22])[C:7]([C:17]([O:19]CC)=[O:18])=[CH:8][N:9]2[C@@H:13]2[CH2:15][C@@H:14]2[F:16])=[C:4]([OH:23])[CH:3]=1.C(O)(=O)C.Cl, predict the reaction product. The product is: [F:1][C:2]1[C:11]([CH3:12])=[C:10]2[C:5]([C:6](=[O:22])[C:7]([C:17]([OH:19])=[O:18])=[CH:8][N:9]2[C@@H:13]2[CH2:15][C@@H:14]2[F:16])=[C:4]([OH:23])[CH:3]=1. (3) Given the reactants [H-].[Na+].[N+:3]([C:6]1[C:14]2[NH:13][C:12](=[O:15])[N:11]([CH2:16][C:17]([O:19][C:20]([CH3:23])([CH3:22])[CH3:21])=[O:18])[C:10]=2[CH:9]=[CH:8][CH:7]=1)([O-:5])=[O:4].Br[CH2:25][CH2:26][CH2:27][C:28]([O:30][CH3:31])=[O:29], predict the reaction product. The product is: [C:20]([O:19][C:17](=[O:18])[CH2:16][N:11]1[C:10]2[CH:9]=[CH:8][CH:7]=[C:6]([N+:3]([O-:5])=[O:4])[C:14]=2[N:13]([CH2:25][CH2:26][CH2:27][C:28]([O:30][CH3:31])=[O:29])[C:12]1=[O:15])([CH3:23])([CH3:22])[CH3:21]. (4) Given the reactants CN([CH:4]=[O:5])C.O=P(Cl)(Cl)Cl.[CH:11]1([C:14]2[N:18]=[C:17]([C:19]3[NH:20][C:21]4[C:26]([CH:27]=3)=[CH:25][C:24]([O:28][CH3:29])=[CH:23][CH:22]=4)[O:16][N:15]=2)[CH2:13][CH2:12]1.[OH-].[Na+], predict the reaction product. The product is: [CH:11]1([C:14]2[N:18]=[C:17]([C:19]3[NH:20][C:21]4[C:26]([C:27]=3[CH:4]=[O:5])=[CH:25][C:24]([O:28][CH3:29])=[CH:23][CH:22]=4)[O:16][N:15]=2)[CH2:13][CH2:12]1. (5) Given the reactants [C:1]1([CH2:7][O:8][C:9]2[CH:19]=[CH:18][C:12]3[CH2:13][CH2:14][NH:15][CH2:16][CH2:17][C:11]=3[CH:10]=2)[CH:6]=[CH:5][CH:4]=[CH:3][CH:2]=1.[CH:20]1([CH:23]=O)[CH2:22][CH2:21]1, predict the reaction product. The product is: [CH:20]1([CH2:23][N:15]2[CH2:14][CH2:13][C:12]3[CH:18]=[CH:19][C:9]([O:8][CH2:7][C:1]4[CH:2]=[CH:3][CH:4]=[CH:5][CH:6]=4)=[CH:10][C:11]=3[CH2:17][CH2:16]2)[CH2:22][CH2:21]1.